This data is from Full USPTO retrosynthesis dataset with 1.9M reactions from patents (1976-2016). The task is: Predict the reactants needed to synthesize the given product. (1) Given the product [CH:1]1([CH:7]2[C:16]3[C:11](=[CH:12][CH:13]=[CH:14][CH:15]=3)[CH2:10][CH2:9][N:8]2[C:17](=[O:27])[CH2:18][N:19]([CH2:20][CH:21]2[CH2:22][CH2:23][CH2:24][CH2:25][CH2:26]2)[CH2:29][CH2:30][OH:31])[CH2:2][CH2:3][CH2:4][CH2:5][CH2:6]1, predict the reactants needed to synthesize it. The reactants are: [CH:1]1([CH:7]2[C:16]3[C:11](=[CH:12][CH:13]=[CH:14][CH:15]=3)[CH2:10][CH2:9][N:8]2[C:17](=[O:27])[CH2:18][NH:19][CH2:20][CH:21]2[CH2:26][CH2:25][CH2:24][CH2:23][CH2:22]2)[CH2:6][CH2:5][CH2:4][CH2:3][CH2:2]1.Br[CH2:29][CH2:30][OH:31].C(=O)([O-])[O-].[K+].[K+].[I-].[K+]. (2) Given the product [Cl:11][C:12]1[CH:17]=[C:16]([Cl:18])[CH:15]=[CH:14][C:13]=1[C:19]1[C:24]([C:25]2[NH:29][CH:28]=[CH:27][N:26]=2)=[CH:23][N:22]=[C:21]([NH:30][CH2:31][CH2:32][NH:33][C:2]2[N:7]=[CH:6][C:5]([C:8](=[O:10])[CH3:9])=[CH:4][CH:3]=2)[N:20]=1, predict the reactants needed to synthesize it. The reactants are: Cl[C:2]1[N:7]=[CH:6][C:5]([C:8](=[O:10])[CH3:9])=[CH:4][CH:3]=1.[Cl:11][C:12]1[CH:17]=[C:16]([Cl:18])[CH:15]=[CH:14][C:13]=1[C:19]1[C:24]([C:25]2[NH:26][CH:27]=[CH:28][N:29]=2)=[CH:23][N:22]=[C:21]([NH:30][CH2:31][CH2:32][NH:33]C2C=CC([N+]([O-])=O)=C(OC)N=2)[N:20]=1. (3) Given the product [C:41]([O:44][CH2:39][C:12]1[N:11]2[C:5]3[CH:4]=[CH:3][C:2]([Cl:1])=[CH:38][C:6]=3[C@@H:7]([C:28]3[CH:33]=[CH:32][CH:31]=[C:30]([O:34][CH3:35])[C:29]=3[O:36][CH3:37])[O:8][C@H:9]([CH2:15][CH2:16][N:17]3[N:21]=[N:20][C:19]([CH2:22][C:23]([O:25][CH2:26][CH3:27])=[O:24])=[N:18]3)[C:10]2=[CH:14][CH:13]=1)(=[O:43])[CH3:42], predict the reactants needed to synthesize it. The reactants are: [Cl:1][C:2]1[CH:3]=[CH:4][C:5]2[N:11]3[CH:12]=[CH:13][CH:14]=[C:10]3[C@@H:9]([CH2:15][CH2:16][N:17]3[N:21]=[N:20][C:19]([CH2:22][C:23]([O:25][CH2:26][CH3:27])=[O:24])=[N:18]3)[O:8][C@H:7]([C:28]3[CH:33]=[CH:32][CH:31]=[C:30]([O:34][CH3:35])[C:29]=3[O:36][CH3:37])[C:6]=2[CH:38]=1.[CH2:39]=O.[C:41]([OH:44])(=[O:43])[CH3:42]. (4) The reactants are: Br.Br[CH:3]([N:14]1[CH:18]=[N:17][CH:16]=[N:15]1)[C:4]([C:6]1[CH:7]=[C:8]([CH:11]=[CH:12][CH:13]=1)[C:9]#[N:10])=O.[NH2:19][C:20]([NH2:22])=[S:21]. Given the product [NH2:22][C:20]1[S:21][C:3]([N:14]2[CH:18]=[N:17][CH:16]=[N:15]2)=[C:4]([C:6]2[CH:7]=[C:8]([CH:11]=[CH:12][CH:13]=2)[C:9]#[N:10])[N:19]=1, predict the reactants needed to synthesize it. (5) Given the product [C:1]([C:3]1[CH:4]=[CH:5][C:6]([C:9]2[N:13]3[CH:14]=[C:15]([C:19]4[CH:27]=[CH:26][C:22]([C:23]([N:63]5[CH2:62][CH2:61][C:60]([NH:66][C:67](=[O:73])[O:68][C:69]([CH3:72])([CH3:71])[CH3:70])([CH3:59])[CH2:65][CH2:64]5)=[O:24])=[CH:21][CH:20]=4)[C:16]([CH3:18])=[CH:17][C:12]3=[N:11][CH:10]=2)=[CH:7][CH:8]=1)#[N:2], predict the reactants needed to synthesize it. The reactants are: [C:1]([C:3]1[CH:8]=[CH:7][C:6]([C:9]2[N:13]3[CH:14]=[C:15]([C:19]4[CH:27]=[CH:26][C:22]([C:23](O)=[O:24])=[CH:21][CH:20]=4)[C:16]([CH3:18])=[CH:17][C:12]3=[N:11][CH:10]=2)=[CH:5][CH:4]=1)#[N:2].CN(C(ON1N=NC2C=CC=NC1=2)=[N+](C)C)C.F[P-](F)(F)(F)(F)F.CN1CCOCC1.[CH3:59][C:60]1([NH:66][C:67](=[O:73])[O:68][C:69]([CH3:72])([CH3:71])[CH3:70])[CH2:65][CH2:64][NH:63][CH2:62][CH2:61]1. (6) Given the product [Br:1][C:2]1[CH:9]=[CH:8][C:7]([N+:10]([O-:12])=[O:11])=[CH:6][C:3]=1[C:4]1[O:5][CH:31]=[N:30][CH:29]=1, predict the reactants needed to synthesize it. The reactants are: [Br:1][C:2]1[CH:9]=[CH:8][C:7]([N+:10]([O-:12])=[O:11])=[CH:6][C:3]=1[CH:4]=[O:5].C([O-])([O-])=O.[K+].[K+].CC1C=CC(S([CH2:29][N+:30]#[C-:31])(=O)=O)=CC=1. (7) Given the product [C:3]([C:5]1[C:10]([C:11]2[N:15]([S:46]([C:42]3[O:41][CH:45]=[CH:44][CH:43]=3)(=[O:48])=[O:47])[CH:14]=[C:13]([CH2:16][N:17]([CH3:25])[C:18](=[O:24])[O:19][C:20]([CH3:21])([CH3:22])[CH3:23])[CH:12]=2)=[CH:9][CH:8]=[CH:7][N:6]=1)#[N:4], predict the reactants needed to synthesize it. The reactants are: [H-].[Na+].[C:3]([C:5]1[C:10]([C:11]2[NH:15][CH:14]=[C:13]([CH2:16][N:17]([CH3:25])[C:18](=[O:24])[O:19][C:20]([CH3:23])([CH3:22])[CH3:21])[CH:12]=2)=[CH:9][CH:8]=[CH:7][N:6]=1)#[N:4].C1OCCOCCOCCOCCOC1.[O:41]1[CH:45]=[CH:44][CH:43]=[C:42]1[S:46](Cl)(=[O:48])=[O:47].[Cl-].[NH4+].